Dataset: Forward reaction prediction with 1.9M reactions from USPTO patents (1976-2016). Task: Predict the product of the given reaction. (1) Given the reactants [OH:1][C:2]([CH3:31])([CH3:30])[CH:3]([NH:15][C:16]([N:18]1[CH2:23][C:22](=[O:24])[NH:21][C:20]2[CH:25]=[C:26]([CH3:29])[CH:27]=[N:28][C:19]1=2)=[O:17])[C:4]1[CH:9]=[CH:8][C:7]([O:10][C:11]([F:14])([F:13])[F:12])=[CH:6][CH:5]=1, predict the reaction product. The product is: [OH:1][C:2]([CH3:31])([CH3:30])[C@H:3]([NH:15][C:16]([N:18]1[CH2:23][C:22](=[O:24])[NH:21][C:20]2[CH:25]=[C:26]([CH3:29])[CH:27]=[N:28][C:19]1=2)=[O:17])[C:4]1[CH:9]=[CH:8][C:7]([O:10][C:11]([F:14])([F:12])[F:13])=[CH:6][CH:5]=1. (2) Given the reactants [CH3:1][N:2]([CH3:9])[C:3]1[C:7]([CH3:8])=[CH:6][S:5][CH:4]=1.C1COCC1.[Li]CCCC.[CH2:20]([CH:22]([C:25]1[C:26]2[N:27]([C:32](I)=[C:33]([CH3:35])[N:34]=2)[N:28]=[C:29]([CH3:31])[CH:30]=1)[CH2:23][CH3:24])[CH3:21], predict the reaction product. The product is: [CH2:20]([CH:22]([C:25]1[C:26]2[N:27]([C:32]([C:6]3[S:5][CH:4]=[C:3]([N:2]([CH3:9])[CH3:1])[C:7]=3[CH3:8])=[C:33]([CH3:35])[N:34]=2)[N:28]=[C:29]([CH3:31])[CH:30]=1)[CH2:23][CH3:24])[CH3:21].